From a dataset of Full USPTO retrosynthesis dataset with 1.9M reactions from patents (1976-2016). Predict the reactants needed to synthesize the given product. (1) Given the product [Cl:44][C:42]1[CH:41]=[CH:40][C:36]([C:37]([OH:39])=[O:38])=[C:35]([NH:34][C:32]([NH:29][C:2]2[CH:3]=[CH:4][CH:5]=[CH:6][N:1]=2)=[O:17])[CH:43]=1, predict the reactants needed to synthesize it. The reactants are: [N:1]1[CH:6]=[CH:5][CH:4]=[CH:3][C:2]=1C(O)=O.C1(P(N=[N+]=[N-])(C2C=CC=CC=2)=[O:17])C=CC=CC=1.C([N:29]([CH2:32]C)CC)C.[NH2:34][C:35]1[CH:43]=[C:42]([Cl:44])[CH:41]=[CH:40][C:36]=1[C:37]([OH:39])=[O:38]. (2) The reactants are: Cl.[Br:2][C:3]1[CH:4]=[C:5]([NH:11][C:12]2[CH:21]=[CH:20][C:19]3[CH2:18][NH:17][CH2:16][CH2:15][C:14]=3[N:13]=2)[C:6](=[O:10])[N:7]([CH3:9])[CH:8]=1.[O:22]1[CH2:25][C:24](=O)[CH2:23]1.[BH3-]C#N.[Na+].O. Given the product [Br:2][C:3]1[CH:4]=[C:5]([NH:11][C:12]2[CH:21]=[CH:20][C:19]3[CH2:18][N:17]([CH:24]4[CH2:25][O:22][CH2:23]4)[CH2:16][CH2:15][C:14]=3[N:13]=2)[C:6](=[O:10])[N:7]([CH3:9])[CH:8]=1, predict the reactants needed to synthesize it. (3) Given the product [NH:11]1[C:12]2=[N:17][C:16]([C:18]([O:20][CH3:21])=[O:19])=[C:15]([C:22]([O:24][CH3:25])=[O:23])[CH:14]=[C:13]2[CH:26]=[CH:27]1, predict the reactants needed to synthesize it. The reactants are: BrC1C=C2C=CNC2=NC=1.[NH2:11][C:12]1[N:17]=[C:16]([C:18]([O:20][CH3:21])=[O:19])[C:15]([C:22]([O:24][CH3:25])=[O:23])=[CH:14][C:13]=1[C:26]#[C:27][Si](C)(C)C.NC1N=C(C(OC)=O)C(C(OC)=O)=CC=1I. (4) Given the product [Cl:1][C:2]1[C:6]([CH3:7])=[CH:5][S:4][C:3]=1[C:8]([NH:10][NH:11][C:17]([NH:16][CH2:12][CH:13]([CH3:15])[CH3:14])=[O:18])=[O:9], predict the reactants needed to synthesize it. The reactants are: [Cl:1][C:2]1[C:6]([CH3:7])=[CH:5][S:4][C:3]=1[C:8]([NH:10][NH2:11])=[O:9].[CH2:12]([N:16]=[C:17]=[O:18])[CH:13]([CH3:15])[CH3:14].C(OCC)C.